Dataset: Retrosynthesis with 50K atom-mapped reactions and 10 reaction types from USPTO. Task: Predict the reactants needed to synthesize the given product. Given the product Cc1nc(N(C)C(=O)Cc2ccc(-c3ccccc3F)cc2)sc1S(N)(=O)=O, predict the reactants needed to synthesize it. The reactants are: CNc1nc(C)c(S(N)(=O)=O)s1.O=C(O)Cc1ccc(-c2ccccc2F)cc1.